Dataset: Forward reaction prediction with 1.9M reactions from USPTO patents (1976-2016). Task: Predict the product of the given reaction. (1) Given the reactants [CH3:1][O:2][CH:3]1[CH2:8][CH2:7][CH:6]([CH2:9]O)[CH2:5][CH2:4]1.[Br:11][CH2:12][CH2:13][CH2:14][O:15]S(C(F)(F)F)(=O)=O.C(C1C=[CH:31][CH:30]=[C:29]([C:33]([CH3:36])(C)C)N=1)(C)(C)C.[N+]([CH3:40])([O-])=O, predict the reaction product. The product is: [Br:11][CH2:12][CH2:13][CH2:14][O:15][CH2:40][CH:29]1[CH2:30][CH2:31][CH:9]([C:6]2[CH:5]=[CH:4][C:3]([O:2][CH3:1])=[CH:8][CH:7]=2)[CH2:36][CH2:33]1. (2) Given the reactants [N-:1]=[N+:2]=[N-:3].[Na+].N[CH2:6][CH2:7][C:8]1[C:16]2[C:11](=[CH:12][CH:13]=[C:14]([Cl:17])[CH:15]=2)[NH:10][C:9]=1[C:18]([NH:20][CH2:21][CH2:22][C:23]1[CH:28]=[CH:27][C:26]([N:29]2[CH2:34][CH2:33][CH2:32][CH2:31][CH2:30]2)=[CH:25][CH:24]=1)=[O:19].C(=O)([O-])[O-].[K+].[K+].[S:41]([N:48]=[N+:49]=[N-:50])([C:44]([F:47])([F:46])[F:45])(=[O:43])=[O:42], predict the reaction product. The product is: [F:45][C:44]([F:47])([F:46])[S:41]([N:48]=[N+:49]=[N-:50])(=[O:43])=[O:42].[N:1]([CH2:6][CH2:7][C:8]1[C:16]2[C:11](=[CH:12][CH:13]=[C:14]([Cl:17])[CH:15]=2)[NH:10][C:9]=1[C:18]([NH:20][CH2:21][CH2:22][C:23]1[CH:24]=[CH:25][C:26]([N:29]2[CH2:34][CH2:33][CH2:32][CH2:31][CH2:30]2)=[CH:27][CH:28]=1)=[O:19])=[N+:2]=[N-:3]. (3) Given the reactants Br[C:2]1[CH:7]=[CH:6][C:5]([C:8]2[O:9][C:10]([CH3:20])=[C:11]([CH2:13][N:14]3[CH2:18][CH2:17][CH2:16][CH:15]3[CH3:19])[N:12]=2)=[CH:4][CH:3]=1.[CH3:21][S:22]([C:25]1[CH:30]=[CH:29][C:28](B(O)O)=[CH:27][CH:26]=1)(=[O:24])=[O:23], predict the reaction product. The product is: [CH3:21][S:22]([C:25]1[CH:30]=[CH:29][C:28]([C:2]2[CH:7]=[CH:6][C:5]([C:8]3[O:9][C:10]([CH3:20])=[C:11]([CH2:13][N:14]4[CH2:18][CH2:17][CH2:16][CH:15]4[CH3:19])[N:12]=3)=[CH:4][CH:3]=2)=[CH:27][CH:26]=1)(=[O:24])=[O:23]. (4) Given the reactants [F:1][C:2]([F:9])([F:8])[C:3]1[CH:7]=[CH:6][NH:5][N:4]=1.O[CH:11]1[CH2:16][CH2:15][N:14]([C:17]([O:19][C:20]([CH3:23])([CH3:22])[CH3:21])=[O:18])[CH2:13][CH2:12]1.C1(P(C2C=CC=CC=2)C2C=CC=CC=2)C=CC=CC=1.N(C(OC(C)C)=O)=NC(OC(C)C)=O, predict the reaction product. The product is: [F:1][C:2]([F:9])([F:8])[C:3]1[CH:7]=[CH:6][N:5]([CH:11]2[CH2:16][CH2:15][N:14]([C:17]([O:19][C:20]([CH3:23])([CH3:22])[CH3:21])=[O:18])[CH2:13][CH2:12]2)[N:4]=1. (5) Given the reactants [CH2:1]([O:3][C:4]([C@@H:6]1[CH2:8][C@H:7]1[C:9]1[CH:14]=[CH:13][C:12]([NH2:15])=[CH:11][CH:10]=1)=[O:5])[CH3:2].[Cl:16][C:17]1[CH:18]=[C:19]([CH:29]=[CH:30][C:31]=1[Cl:32])[O:20][C:21]1[CH:22]=[C:23]([CH:26]=[CH:27][CH:28]=1)[CH:24]=O.C(O[BH-](OC(=O)C)OC(=O)C)(=O)C.[Na+].O, predict the reaction product. The product is: [CH2:1]([O:3][C:4]([C@@H:6]1[CH2:8][C@H:7]1[C:9]1[CH:10]=[CH:11][C:12]([NH:15][CH2:24][C:23]2[CH:26]=[CH:27][CH:28]=[C:21]([O:20][C:19]3[CH:29]=[CH:30][C:31]([Cl:32])=[C:17]([Cl:16])[CH:18]=3)[CH:22]=2)=[CH:13][CH:14]=1)=[O:5])[CH3:2]. (6) Given the reactants [Cl:1][C:2]1[CH:7]=[CH:6][C:5]([C:8]2[N:9]=[C:10]([C:13]([OH:15])=O)[S:11][CH:12]=2)=[CH:4][CH:3]=1.C1N=CN(C(N2C=NC=C2)=O)C=1.[F:28][C:29]([F:43])([F:42])[C:30]1[CH:31]=[C:32]([CH:35]=[C:36]([C:38]([F:41])([F:40])[F:39])[CH:37]=1)[CH2:33][NH2:34].C(Cl)(Cl)Cl, predict the reaction product. The product is: [F:28][C:29]([F:42])([F:43])[C:30]1[CH:31]=[C:32]([CH:35]=[C:36]([C:38]([F:41])([F:39])[F:40])[CH:37]=1)[CH2:33][NH:34][C:13]([C:10]1[S:11][CH:12]=[C:8]([C:5]2[CH:4]=[CH:3][C:2]([Cl:1])=[CH:7][CH:6]=2)[N:9]=1)=[O:15].